Dataset: Peptide-MHC class I binding affinity with 185,985 pairs from IEDB/IMGT. Task: Regression. Given a peptide amino acid sequence and an MHC pseudo amino acid sequence, predict their binding affinity value. This is MHC class I binding data. (1) The peptide sequence is LLKTRFRGL. The MHC is HLA-A31:01 with pseudo-sequence HLA-A31:01. The binding affinity (normalized) is 0.0847. (2) The peptide sequence is DLLFKLLE. The MHC is H-2-Kb with pseudo-sequence H-2-Kb. The binding affinity (normalized) is 0. (3) The peptide sequence is QIIEQLIKK. The binding affinity (normalized) is 0. The MHC is HLA-A02:02 with pseudo-sequence HLA-A02:02. (4) The peptide sequence is RILTIPQSL. The MHC is HLA-A02:06 with pseudo-sequence HLA-A02:06. The binding affinity (normalized) is 0.197. (5) The peptide sequence is KSLYNTVATLY. The MHC is HLA-B08:02 with pseudo-sequence HLA-B08:02. The binding affinity (normalized) is 0.0847.